This data is from Experimentally validated miRNA-target interactions with 360,000+ pairs, plus equal number of negative samples. The task is: Binary Classification. Given a miRNA mature sequence and a target amino acid sequence, predict their likelihood of interaction. The miRNA is hsa-miR-370-3p with sequence GCCUGCUGGGGUGGAACCUGGU. The protein sequence of the target gene is MKIEEVKSTTKTQRIASHSHVKGLGLDESGLAKQAASGLVGQENAREACGVIVELIKSKKMAGRAVLLAGPPGTGKTALALAIAQELGSKVPFCPMVGSEVYSTEIKKTEVLMENFRRAIGLRIKETKEVYEGEVTELTPCETENPMGGYGKTISHVIIGLKTAKGTKQLKLDPSIFESLQKERVEAGDVIYIEANSGAVKRQGRCDTYATEFDLEAEEYVPLPKGDVHKKKEIIQDVTLHDLDVANARPQGGQDILSMMGQLMKPKKTEITDKLRGEINKVVNKYIDQGIAELVPGVLF.... Result: 0 (no interaction).